From a dataset of Full USPTO retrosynthesis dataset with 1.9M reactions from patents (1976-2016). Predict the reactants needed to synthesize the given product. (1) Given the product [Cl:1][C:2]1[CH:3]=[CH:4][C:5]([C:8]2[C:12]([CH2:13][O:14][C:15]3[CH:23]=[CH:22][C:18]([C:19]([NH:29][CH2:28][C:27]([F:31])([F:30])[F:26])=[O:21])=[CH:17][N:16]=3)=[C:11]([CH2:24][OH:25])[O:10][N:9]=2)=[CH:6][CH:7]=1, predict the reactants needed to synthesize it. The reactants are: [Cl:1][C:2]1[CH:7]=[CH:6][C:5]([C:8]2[C:12]([CH2:13][O:14][C:15]3[CH:23]=[CH:22][C:18]([C:19]([OH:21])=O)=[CH:17][N:16]=3)=[C:11]([CH2:24][OH:25])[O:10][N:9]=2)=[CH:4][CH:3]=1.[F:26][C:27]([F:31])([F:30])[CH2:28][NH2:29].O.ON1C2C=CC=CC=2N=N1.C(N(C(C)C)C(C)C)C.Cl.CN(C)CCCN=C=NCC. (2) Given the product [Cl:14][S:15]([C:12]1[C:11]([CH3:13])=[CH:10][C:4]([O:5][CH2:6][C:7]([OH:9])=[O:8])=[CH:3][C:2]=1[CH3:1])(=[O:17])=[O:16], predict the reactants needed to synthesize it. The reactants are: [CH3:1][C:2]1[CH:3]=[C:4]([CH:10]=[C:11]([CH3:13])[CH:12]=1)[O:5][CH2:6][C:7]([OH:9])=[O:8].[Cl:14][S:15](O)(=[O:17])=[O:16].O.C1COCC1. (3) The reactants are: [OH:1][C:2]1[CH:7]=[CH:6][N:5]=[C:4]2[C:8](=[C:18]3[CH2:23][CH2:22][N:21]([C:24](=[O:32])[CH2:25][C:26]4[CH:27]=[N:28][CH:29]=[CH:30][CH:31]=4)[CH2:20][CH2:19]3)[C:9]3[CH:16]=[CH:15][C:14]([Cl:17])=[CH:13][C:10]=3[CH2:11][CH2:12][C:3]=12.C(O)(=O)C.[Br:37]Br.C(O)(=O)C. Given the product [Br:37][C:7]1[C:2]([OH:1])=[C:3]2[CH2:12][CH2:11][C:10]3[CH:13]=[C:14]([Cl:17])[CH:15]=[CH:16][C:9]=3[C:8](=[C:18]3[CH2:23][CH2:22][N:21]([C:24](=[O:32])[CH2:25][C:26]4[CH:27]=[N:28][CH:29]=[CH:30][CH:31]=4)[CH2:20][CH2:19]3)[C:4]2=[N:5][CH:6]=1, predict the reactants needed to synthesize it. (4) Given the product [OH:21][C@@H:4]([CH2:5][C@@H:6]([OH:20])[CH2:7][CH2:8][CH2:9][CH2:10][CH2:11][CH2:12][CH2:13][CH2:14][CH2:15][CH2:16][CH2:17][CH2:18][CH3:19])[C@@H:2]([NH:1][C:22](=[O:38])[CH2:23][CH2:24][CH2:25][CH2:26][CH2:27][CH2:28][CH2:29][CH2:30][CH2:31][CH2:32][CH2:33][CH2:34][CH2:35][CH2:36][CH3:37])[CH3:3], predict the reactants needed to synthesize it. The reactants are: [NH2:1][C@H:2]([C@@H:4]([OH:21])[CH2:5][C@@H:6]([OH:20])[CH2:7][CH2:8][CH2:9][CH2:10][CH2:11][CH2:12][CH2:13][CH2:14][CH2:15][CH2:16][CH2:17][CH2:18][CH3:19])[CH3:3].[C:22](Cl)(=[O:38])[CH2:23][CH2:24][CH2:25][CH2:26][CH2:27][CH2:28][CH2:29][CH2:30][CH2:31][CH2:32][CH2:33][CH2:34][CH2:35][CH2:36][CH3:37].C([O-])(=O)C.[Na+].C(Cl)(Cl)Cl. (5) Given the product [N:1]1[C:2]2[CH:6]=[CH:5][S:4][C:3]=2[C:7](=[O:9])[NH:13][CH:11]=1, predict the reactants needed to synthesize it. The reactants are: [NH2:1][C:2]1[CH:6]=[CH:5][S:4][C:3]=1[C:7]([O:9]C)=O.[CH:11]([NH2:13])=O.